From a dataset of Forward reaction prediction with 1.9M reactions from USPTO patents (1976-2016). Predict the product of the given reaction. Given the reactants Br[C:2]1[CH:3]=[CH:4][C:5]([F:10])=[C:6]([CH2:8][OH:9])[CH:7]=1.[Li]CCCC.C([O:19][B:20](OC(C)C)[O:21]C(C)C)(C)C, predict the reaction product. The product is: [F:10][C:5]1[CH:4]=[CH:3][C:2]([B:20]([OH:21])[OH:19])=[CH:7][C:6]=1[CH2:8][OH:9].